From a dataset of Catalyst prediction with 721,799 reactions and 888 catalyst types from USPTO. Predict which catalyst facilitates the given reaction. (1) Product: [C:29]([C@:18]1([OH:19])[CH2:20][CH2:21][C@@:22]2([CH3:23])[C:16](=[CH:15][CH2:14][C@@H:13]3[C@@H:24]2[CH2:25][CH2:26][C@@:27]2([CH3:28])[C@H:12]3[CH2:11][CH2:10][C@@H:9]2[C@H:7]([CH3:8])[CH2:6][CH2:5][CH2:4][CH:2]([CH3:1])[CH3:3])[CH2:17]1)(=[O:35])[CH:30]=[CH:31][CH2:32][CH2:33][CH3:34]. The catalyst class is: 2. Reactant: [CH3:1][CH:2]([CH2:4][CH2:5][CH2:6][C@H:7]([C@@H:9]1[C@:27]2([CH3:28])[C@H:12]([C@H:13]3[C@H:24]([CH2:25][CH2:26]2)[C@:22]2([CH3:23])[C:16]([CH2:17][C@H:18]([CH2:20][CH2:21]2)[OH:19])=[CH:15][CH2:14]3)[CH2:11][CH2:10]1)[CH3:8])[CH3:3].[C:29](O)(=[O:35])[CH2:30][CH2:31][CH2:32][CH:33]=[CH2:34].C1CCC(N=C=NC2CCCCC2)CC1.C(OC)(C)(C)C. (2) Reactant: [OH-].[Na+].O.Cl.[NH2:5][C@H:6]([C:9]([OH:11])=[O:10])[CH2:7][SH:8].ClC(Cl)(O[C:16](=[O:22])OC(Cl)(Cl)Cl)Cl.Cl.O1CCO[CH2:27][CH2:26]1. Product: [O:22]=[C:16]1[NH:5][C@H:6]([C:9]([O:11][CH2:26][CH3:27])=[O:10])[CH2:7][S:8]1. The catalyst class is: 6. (3) The catalyst class is: 8. Reactant: [NH2:1][C:2]1[N:3]=[N:4][C:5]([Cl:8])=[CH:6][CH:7]=1.Br[CH2:10][C:11]([C:13]1[S:14][C:15]([Cl:18])=[CH:16][CH:17]=1)=O. Product: [Cl:8][C:5]1[CH:6]=[CH:7][C:2]2[N:3]([CH:10]=[C:11]([C:13]3[S:14][C:15]([Cl:18])=[CH:16][CH:17]=3)[N:1]=2)[N:4]=1.